Dataset: Peptide-MHC class I binding affinity with 185,985 pairs from IEDB/IMGT. Task: Regression. Given a peptide amino acid sequence and an MHC pseudo amino acid sequence, predict their binding affinity value. This is MHC class I binding data. (1) The peptide sequence is YPARVKCAL. The MHC is HLA-B27:05 with pseudo-sequence HLA-B27:05. The binding affinity (normalized) is 0.0847. (2) The peptide sequence is GTYKRVTEK. The MHC is HLA-A30:01 with pseudo-sequence HLA-A30:01. The binding affinity (normalized) is 0.936. (3) The binding affinity (normalized) is 0.0847. The MHC is HLA-B44:02 with pseudo-sequence HLA-B44:02. The peptide sequence is IQTHCEVGY. (4) The MHC is Patr-A0701 with pseudo-sequence Patr-A0701. The peptide sequence is WLSLDVSAA. The binding affinity (normalized) is 0. (5) The MHC is HLA-A68:02 with pseudo-sequence HLA-A68:02. The peptide sequence is RTLGVFRYK. The binding affinity (normalized) is 0.0847.